From a dataset of Forward reaction prediction with 1.9M reactions from USPTO patents (1976-2016). Predict the product of the given reaction. (1) The product is: [F:34][C:35]1[CH:40]=[CH:39][C:38]([CH2:41][NH:42][C:3]([C:5]2[N:6]=[C:7]3[C:19]([N:20]4[CH2:25][CH2:24][CH2:23][O:22][C:21]4=[O:26])=[CH:18][C:17]([N:27]4[CH2:28][CH2:29][N:30]([CH3:33])[CH2:31][CH2:32]4)=[CH:16][N:8]3[C:9](=[O:15])[C:10]=2[OH:11])=[O:2])=[CH:37][CH:36]=1. Given the reactants C[O:2][C:3]([C:5]1[N:6]=[C:7]2[C:19]([N:20]3[CH2:25][CH2:24][CH2:23][O:22][C:21]3=[O:26])=[CH:18][C:17]([N:27]3[CH2:32][CH2:31][N:30]([CH3:33])[CH2:29][CH2:28]3)=[CH:16][N:8]2[C:9](=[O:15])[C:10]=1[O:11]C(=O)C)=O.[F:34][C:35]1[CH:40]=[CH:39][C:38]([CH2:41][NH2:42])=[CH:37][CH:36]=1, predict the reaction product. (2) Given the reactants [CH3:1][N:2]([CH3:16])[CH2:3][CH2:4][N:5]1[CH2:10][CH2:9][O:8][C:7]2[CH:11]=[C:12]([NH2:15])[CH:13]=[CH:14][C:6]1=2.I.[S:18]1[CH:22]=[CH:21][CH:20]=[C:19]1[C:23](SC)=[NH:24], predict the reaction product. The product is: [CH3:1][N:2]([CH3:16])[CH2:3][CH2:4][N:5]1[CH2:10][CH2:9][O:8][C:7]2[CH:11]=[C:12]([NH:15][C:23]([C:19]3[S:18][CH:22]=[CH:21][CH:20]=3)=[NH:24])[CH:13]=[CH:14][C:6]1=2.